From a dataset of Peptide-MHC class II binding affinity with 134,281 pairs from IEDB. Regression. Given a peptide amino acid sequence and an MHC pseudo amino acid sequence, predict their binding affinity value. This is MHC class II binding data. The peptide sequence is SEFIKFAEGRRGAAE. The binding affinity (normalized) is 0.834. The MHC is DRB5_0101 with pseudo-sequence DRB5_0101.